This data is from Catalyst prediction with 721,799 reactions and 888 catalyst types from USPTO. The task is: Predict which catalyst facilitates the given reaction. (1) Reactant: [OH:1][C:2]1[CH:13]=[CH:12][C:5]([C:6]([N:8]([O:10][CH3:11])[CH3:9])=[O:7])=[CH:4][CH:3]=1.[Cl:14][C:15]1[C:20](Cl)=[N:19][CH:18]=[CH:17][N:16]=1.C(=O)([O-])[O-].[K+].[K+]. Product: [Cl:14][C:15]1[C:20]([O:1][C:2]2[CH:13]=[CH:12][C:5]([C:6]([N:8]([O:10][CH3:11])[CH3:9])=[O:7])=[CH:4][CH:3]=2)=[N:19][CH:18]=[CH:17][N:16]=1. The catalyst class is: 10. (2) Reactant: [CH2:1]([N:12]([CH2:17][C:18]([OH:20])=[O:19])[CH2:13][C:14]([OH:16])=[O:15])[CH2:2][N:3]([CH2:8][C:9]([OH:11])=[O:10])[CH2:4][C:5]([OH:7])=[O:6].[C:21]([O-:24])(=[O:23])[CH3:22].[Na+:25]. Product: [CH2:5]([OH:6])[CH3:4].[CH2:2]([N:3]([CH2:8][C:9]([OH:11])=[O:10])[CH2:4][C:5]([OH:7])=[O:6])[CH2:1][N:12]([CH2:17][C:18]([OH:20])=[O:19])[CH2:13][C:14]([OH:16])=[O:15].[C:21]([O-:24])(=[O:23])[CH3:22].[Na+:25]. The catalyst class is: 8. (3) Reactant: [Cl:1][C:2]1[CH:3]=[C:4]([N:8]([CH2:21][CH2:22][C:23]#[N:24])[C:9](=O)[CH2:10][N:11]([CH3:19])[C:12](=[O:18])[O:13][C:14]([CH3:17])([CH3:16])[CH3:15])[CH:5]=[CH:6][CH:7]=1.CO. Product: [NH2:24][CH2:23][CH2:22][CH2:21][N:8]([C:4]1[CH:5]=[CH:6][CH:7]=[C:2]([Cl:1])[CH:3]=1)[CH2:9][CH2:10][N:11]([CH3:19])[C:12](=[O:18])[O:13][C:14]([CH3:15])([CH3:17])[CH3:16]. The catalyst class is: 1. (4) Reactant: C[O:2][C:3](=O)[CH2:4][N:5]1[CH2:10][CH2:9][C:8]([F:12])([F:11])[CH2:7][CH2:6]1.[H-].[Al+3].[Li+].[H-].[H-].[H-]. Product: [F:12][C:8]1([F:11])[CH2:7][CH2:6][N:5]([CH2:4][CH2:3][OH:2])[CH2:10][CH2:9]1. The catalyst class is: 1. (5) Reactant: [C:1]1([CH3:11])[CH:6]=[CH:5][C:4]([S:7]([OH:10])(=[O:9])=[O:8])=[CH:3][CH:2]=1.C(O[C@H]([C@H](C(O)=O)OC(=O)C1C=CC=CC=1)C(O)=O)(=O)C1C=CC=CC=1.[CH2:38]([C:40]1[CH:41]=[CH:42][C:43]([CH2:46][CH2:47][O:48][C:49]2[CH:62]=[CH:61][C:52]([CH2:53][CH:54]3[S:58][C:57](=[O:59])[NH:56][C:55]3=[O:60])=[CH:51][CH:50]=2)=[N:44][CH:45]=1)[CH3:39]. Product: [S:7]([C:4]1[CH:5]=[CH:6][C:1]([CH3:11])=[CH:2][CH:3]=1)([OH:10])(=[O:9])=[O:8].[CH2:38]([C:40]1[CH:41]=[CH:42][C:43]([CH2:46][CH2:47][O:48][C:49]2[CH:62]=[CH:61][C:52]([CH2:53][C@H:54]3[S:58][C:57](=[O:59])[NH:56][C:55]3=[O:60])=[CH:51][CH:50]=2)=[N:44][CH:45]=1)[CH3:39]. The catalyst class is: 41. (6) Reactant: [H-].[Na+].[C:3]1([SH:9])[CH:8]=[CH:7][CH:6]=[CH:5][CH:4]=1.[CH2:10]([O:17][C:18]1[CH:23]=[C:22](F)[CH:21]=[CH:20][C:19]=1[N+:25]([O-:27])=[O:26])[C:11]1[CH:16]=[CH:15][CH:14]=[CH:13][CH:12]=1.C(OCC)(=O)C. Product: [CH2:10]([O:17][C:18]1[CH:23]=[C:22]([S:9][C:3]2[CH:8]=[CH:7][CH:6]=[CH:5][CH:4]=2)[CH:21]=[CH:20][C:19]=1[N+:25]([O-:27])=[O:26])[C:11]1[CH:16]=[CH:15][CH:14]=[CH:13][CH:12]=1. The catalyst class is: 3. (7) Reactant: [Cl:1][C:2]1[CH:3]=[C:4]([CH2:20][C:21]([OH:23])=[O:22])[CH:5]=[C:6]([CH3:19])[C:7]=1[O:8][C:9]1[N:10]=[N:11][C:12](Cl)=[C:13]([CH:15]([CH3:17])[CH3:16])[CH:14]=1.C([O-])(=[O:26])C.[Na+]. Product: [Cl:1][C:2]1[CH:3]=[C:4]([CH2:20][C:21]([OH:23])=[O:22])[CH:5]=[C:6]([CH3:19])[C:7]=1[O:8][C:9]1[CH:14]=[C:13]([CH:15]([CH3:17])[CH3:16])[C:12](=[O:26])[NH:11][N:10]=1. The catalyst class is: 15. (8) Reactant: Cl[C:2]1[N:7]=[C:6]([C:8]([F:11])([F:10])[F:9])[C:5]([C:12]([N:14]2[CH2:19][CH2:18][O:17][CH2:16][CH2:15]2)=[O:13])=[CH:4][N:3]=1.[CH3:20][C@:21]12[C:27]([CH3:29])([CH3:28])[C@H:24]([CH2:25][CH2:26]1)[CH2:23][C@@H:22]2[NH2:30].O1CCOCC1. Product: [N:14]1([C:12]([C:5]2[C:6]([C:8]([F:11])([F:10])[F:9])=[N:7][C:2]([NH:30][C@H:22]3[CH2:23][C@@H:24]4[C:27]([CH3:29])([CH3:28])[C@@:21]3([CH3:20])[CH2:26][CH2:25]4)=[N:3][CH:4]=2)=[O:13])[CH2:19][CH2:18][O:17][CH2:16][CH2:15]1. The catalyst class is: 6. (9) The catalyst class is: 66. Product: [Cl:1][C:2]1[N:10]=[C:9]2[C:5]([N:6]=[CH:7][N:8]2[CH:11]2[CH2:15][CH2:14][CH2:13][CH2:12]2)=[C:4]([NH:23][CH2:22][C:21]2[CH:24]=[C:25]([O:27][CH3:28])[CH:26]=[C:19]([O:18][CH3:17])[CH:20]=2)[N:3]=1. Reactant: [Cl:1][C:2]1[N:10]=[C:9]2[C:5]([N:6]=[CH:7][N:8]2[CH:11]2[CH2:15][CH2:14][CH2:13][CH2:12]2)=[C:4](Cl)[N:3]=1.[CH3:17][O:18][C:19]1[CH:20]=[C:21]([CH:24]=[C:25]([O:27][CH3:28])[CH:26]=1)[CH2:22][NH2:23]. (10) Reactant: [Br:1][C:2]1[CH:6]=[C:5]([C:7]([O:9]CC)=[O:8])[N:4]([C:12]2[C:17]([Cl:18])=[CH:16][CH:15]=[CH:14][N:13]=2)[N:3]=1.[OH-].[Na+]. Product: [Br:1][C:2]1[CH:6]=[C:5]([C:7]([OH:9])=[O:8])[N:4]([C:12]2[C:17]([Cl:18])=[CH:16][CH:15]=[CH:14][N:13]=2)[N:3]=1. The catalyst class is: 8.